This data is from Catalyst prediction with 721,799 reactions and 888 catalyst types from USPTO. The task is: Predict which catalyst facilitates the given reaction. (1) Reactant: C1C(=O)N([I:8])C(=O)C1.[F:9][C:10]1[CH:15]=[CH:14][C:13]([F:16])=[CH:12][C:11]=1[CH2:17][C:18]([N:20]1[C:28]2[C:23](=[CH:24][C:25]([C:29]3[C:33]4[C:34]([NH2:38])=[N:35][CH:36]=[CH:37][C:32]=4[O:31][CH:30]=3)=[CH:26][CH:27]=2)[CH2:22][CH2:21]1)=[O:19].O. Product: [F:9][C:10]1[CH:15]=[CH:14][C:13]([F:16])=[CH:12][C:11]=1[CH2:17][C:18]([N:20]1[C:28]2[C:23](=[CH:24][C:25]([C:29]3[C:33]4[C:34]([NH2:38])=[N:35][CH:36]=[C:37]([I:8])[C:32]=4[O:31][CH:30]=3)=[CH:26][CH:27]=2)[CH2:22][CH2:21]1)=[O:19]. The catalyst class is: 3. (2) Reactant: [CH3:1][C:2]([O:5][C:6]([N:8]1[CH2:13][CH2:12][C:11]([NH:17][C:18]([O:20][CH2:21][CH:22]2[C:34]3[C:29](=[CH:30][CH:31]=[CH:32][CH:33]=3)[C:28]3[C:23]2=[CH:24][CH:25]=[CH:26][CH:27]=3)=[O:19])([C:14](O)=[O:15])[CH2:10][CH2:9]1)=[O:7])([CH3:4])[CH3:3].Cl.[F:36][C:37]1[CH:48]=[C:47]2[C:40]([NH:41][CH:42]=[C:43]2[CH2:44][CH2:45][NH2:46])=[CH:39][CH:38]=1.C(N(C(C)C)CC)(C)C.F[P-](F)(F)(F)(F)F.N1(OC(N(C)C)=[N+](C)C)C2N=CC=CC=2N=N1. Product: [CH:24]1[C:23]2[CH:22]([CH2:21][O:20][C:18]([NH:17][C:11]3([C:14](=[O:15])[NH:46][CH2:45][CH2:44][C:43]4[C:47]5[C:40](=[CH:39][CH:38]=[C:37]([F:36])[CH:48]=5)[NH:41][CH:42]=4)[CH2:10][CH2:9][N:8]([C:6]([O:5][C:2]([CH3:1])([CH3:4])[CH3:3])=[O:7])[CH2:13][CH2:12]3)=[O:19])[C:34]3[C:29](=[CH:30][CH:31]=[CH:32][CH:33]=3)[C:28]=2[CH:27]=[CH:26][CH:25]=1. The catalyst class is: 3.